From a dataset of Catalyst prediction with 721,799 reactions and 888 catalyst types from USPTO. Predict which catalyst facilitates the given reaction. Reactant: [CH2:1]([NH:3][C@H:4]([C:14]([NH:16][C@H:17]([C:22]([N:24]([C@@H:26]([CH:35]([CH3:37])[CH3:36])/[CH:27]=[C:28](\[CH3:34])/[C:29]([O:31]CC)=[O:30])[CH3:25])=[O:23])[C:18]([CH3:21])([CH3:20])[CH3:19])=[O:15])[C:5]([CH3:13])([CH3:12])[C:6]1[CH:11]=[CH:10][CH:9]=[CH:8][CH:7]=1)[CH3:2].[OH-].[Li+]. Product: [CH2:1]([NH:3][C@H:4]([C:14]([NH:16][C@H:17]([C:22]([N:24]([C@@H:26]([CH:35]([CH3:36])[CH3:37])/[CH:27]=[C:28](/[C:29]([OH:31])=[O:30])\[CH3:34])[CH3:25])=[O:23])[C:18]([CH3:21])([CH3:20])[CH3:19])=[O:15])[C:5]([CH3:13])([CH3:12])[C:6]1[CH:11]=[CH:10][CH:9]=[CH:8][CH:7]=1)[CH3:2]. The catalyst class is: 72.